Dataset: Reaction yield outcomes from USPTO patents with 853,638 reactions. Task: Predict the reaction yield, written as a fraction of the theoretical maximum amount of product (1.0 means a 100% yield; for example, 0.34 means a 34% yield). (1) The reactants are [NH2:1][C:2]1[CH:3]=[C:4]([CH:7]=[CH:8][C:9]=1[NH2:10])[C:5]#[N:6].[CH2:11]([O:13]C(OCC)OCC)C. The catalyst is C(O)=O. The product is [OH-:13].[NH4+:1].[NH:10]1[C:9]2[CH:8]=[CH:7][C:4]([C:5]#[N:6])=[CH:3][C:2]=2[N:1]=[CH:11]1. The yield is 0.0100. (2) The reactants are [CH3:1][C:2]1[NH:3][C:4]2[C:9]([CH:10]=1)=[CH:8][C:7]([C:11]#[N:12])=[CH:6][CH:5]=2.[CH3:13][Mg]Br.CO.[BH4-].[Na+]. The catalyst is C1COCC1.C1(C)C=CC=CC=1.C(O)(=O)C.O. The product is [CH3:1][C:2]1[NH:3][C:4]2[C:9]([CH:10]=1)=[CH:8][C:7]([CH:11]([NH2:12])[CH3:13])=[CH:6][CH:5]=2. The yield is 0.730. (3) The reactants are [CH3:1][O:2][C:3]1[CH:4]=[C:5]2[C:10](=[CH:11][C:12]=1[O:13][CH3:14])[N:9]=[CH:8][N:7]=[C:6]2[N:15]1[CH2:20][CH2:19][C:18]2[NH:21][N:22]=[C:23]([CH2:24][OH:25])[C:17]=2[CH2:16]1.[CH3:26]C(C)([O-])C.[Na+].CI. The catalyst is CC(N(C)C)=O. The product is [CH3:1][O:2][C:3]1[CH:4]=[C:5]2[C:10](=[CH:11][C:12]=1[O:13][CH3:14])[N:9]=[CH:8][N:7]=[C:6]2[N:15]1[CH2:20][CH2:19][C:18]2[N:21]([CH3:26])[N:22]=[C:23]([CH2:24][OH:25])[C:17]=2[CH2:16]1. The yield is 0.290. (4) The reactants are [Cl:1][C:2]1[C:6]([NH:7][CH2:8][CH3:9])=[CH:5][N:4]([C:10]2[CH:11]=[N:12][CH:13]=[CH:14][CH:15]=2)[N:3]=1.N1C=CC=CC=1.[F:22][C:23]([F:33])([F:32])[CH2:24][CH2:25][S:26][CH2:27][CH2:28][C:29](Cl)=[O:30].O. The catalyst is C(Cl)Cl.CN(C)C1C=CN=CC=1. The product is [Cl:1][C:2]1[C:6]([N:7]([CH2:8][CH3:9])[C:29](=[O:30])[CH2:28][CH2:27][S:26][CH2:25][CH2:24][C:23]([F:33])([F:32])[F:22])=[CH:5][N:4]([C:10]2[CH:11]=[N:12][CH:13]=[CH:14][CH:15]=2)[N:3]=1. The yield is 0.890.